Dataset: Full USPTO retrosynthesis dataset with 1.9M reactions from patents (1976-2016). Task: Predict the reactants needed to synthesize the given product. Given the product [NH:44]1[C:1]([C:3]2[CH:8]=[CH:7][C:6]([C:9]3[O:13][N:12]=[C:11]([C:14]4[CH:19]=[CH:18][C:17]([C:20]5[CH:25]=[CH:24][C:23]([O:26][CH2:27][CH2:28][CH2:29][C:30]([OH:32])=[O:31])=[CH:22][CH:21]=5)=[CH:16][CH:15]=4)[N:10]=3)=[CH:5][CH:4]=2)=[N:2][N:46]=[N:45]1, predict the reactants needed to synthesize it. The reactants are: [C:1]([C:3]1[CH:8]=[CH:7][C:6]([C:9]2[O:13][N:12]=[C:11]([C:14]3[CH:19]=[CH:18][C:17]([C:20]4[CH:25]=[CH:24][C:23]([O:26][CH2:27][CH2:28][CH2:29][C:30]([OH:32])=[O:31])=[CH:22][CH:21]=4)=[CH:16][CH:15]=3)[N:10]=2)=[CH:5][CH:4]=1)#[N:2].CC(O)=O.CCN(CC)CC.[N-:44]=[N+:45]=[N-:46].[Na+].Cl.